From a dataset of Full USPTO retrosynthesis dataset with 1.9M reactions from patents (1976-2016). Predict the reactants needed to synthesize the given product. (1) Given the product [CH2:66]([N:73]1[C:2]2[C:3](=[CH:4][C:5]([S:8]([NH:9][C:10]3[CH:14]=[CH:13][O:12][N:11]=3)(=[O:15])=[O:16])=[CH:6][CH:7]=2)[CH:17]=[CH:18][C:19]1=[O:21])[C:67]1[CH:72]=[CH:71][CH:70]=[CH:69][CH:68]=1, predict the reactants needed to synthesize it. The reactants are: I[C:2]1[CH:7]=[CH:6][C:5]([S:8](=[O:16])(=[O:15])[NH:9][C:10]2[CH:14]=[CH:13][O:12][N:11]=2)=[CH:4][C:3]=1/[CH:17]=[CH:18]/[C:19]([O:21]CC)=O.CC1(C)C2C(=C(P(C3C=CC=CC=3)C3C=CC=CC=3)C=CC=2)OC2C(P(C3C=CC=CC=3)C3C=CC=CC=3)=CC=CC1=2.[CH2:66]([NH2:73])[C:67]1[CH:72]=[CH:71][CH:70]=[CH:69][CH:68]=1.C[O-].[Na+]. (2) Given the product [CH3:29][N:30]([C:4]([C:3]1[CH:7]=[CH:8][C:9]([NH:11][CH:12]([C:17]2[CH:21]=[C:20]([C:22]3[CH:23]=[CH:24][CH:25]=[CH:26][CH:27]=3)[O:19][C:18]=2[CH3:28])[CH2:13][CH:14]([CH3:15])[CH3:16])=[CH:10][C:2]=1[CH3:1])=[O:5])[CH2:31][CH2:32][C:33]([OH:35])=[O:34], predict the reactants needed to synthesize it. The reactants are: [CH3:1][C:2]1[CH:10]=[C:9]([NH:11][CH:12]([C:17]2[CH:21]=[C:20]([C:22]3[CH:27]=[CH:26][CH:25]=[CH:24][CH:23]=3)[O:19][C:18]=2[CH3:28])[CH2:13][CH:14]([CH3:16])[CH3:15])[CH:8]=[CH:7][C:3]=1[C:4](O)=[O:5].[CH3:29][NH:30][CH2:31][CH2:32][C:33]([O:35]CC)=[O:34].Cl.C(N=C=NCCCN(C)C)C.O.OC1C2N=NNC=2C=CC=1. (3) Given the product [CH3:36][C:34]1[O:33][N:32]=[C:31]([C:30]2[N:20]3[N:19]=[C:18]([O:17][CH2:16][C:14]4[N:13]=[N:12][N:11]([CH2:10][CH2:9][OH:8])[CH:15]=4)[C:27]4[C:22]([C:21]3=[N:28][N:29]=2)=[CH:23][CH:24]=[CH:25][CH:26]=4)[CH:35]=1, predict the reactants needed to synthesize it. The reactants are: [Si]([O:8][CH2:9][CH2:10][N:11]1[CH:15]=[C:14]([CH2:16][O:17][C:18]2[C:27]3[C:22](=[CH:23][CH:24]=[CH:25][CH:26]=3)[C:21]3=[N:28][N:29]=[C:30]([C:31]4[CH:35]=[C:34]([CH3:36])[O:33][N:32]=4)[N:20]3[N:19]=2)[N:13]=[N:12]1)(C(C)(C)C)(C)C.C1(C)C=CC(S([O-])(=O)=O)=CC=1.[NH+]1C=CC=CC=1. (4) Given the product [Cl:34][CH2:33][CH2:32][CH2:3][N:4]([CH3:27])[C:5]([N:7]1[CH:11]([C:12]2[CH:13]=[CH:14][CH:15]=[CH:16][CH:17]=2)[CH:10]2[CH2:18][O:19][C:20]3[CH:21]=[CH:22][C:23]([F:26])=[CH:24][C:25]=3[C:9]2=[N:8]1)=[O:6], predict the reactants needed to synthesize it. The reactants are: ClC[CH2:3][N:4]([CH3:27])[C:5]([N:7]1[CH:11]([C:12]2[CH:17]=[CH:16][CH:15]=[CH:14][CH:13]=2)[CH:10]2[CH2:18][O:19][C:20]3[CH:21]=[CH:22][C:23]([F:26])=[CH:24][C:25]=3[C:9]2=[N:8]1)=[O:6].Cl.CNC[CH2:32][CH2:33][Cl:34]. (5) Given the product [ClH:1].[NH2:16][C@H:15]([C:14]([C:11]1[CH:12]=[CH:13][C:8]([C:7]([NH:6][C@H:5]([C:4]([OH:35])=[O:3])[CH2:31][CH2:32][S:33][CH3:34])=[O:30])=[C:9]([C:24]2[CH:25]=[CH:26][CH:27]=[CH:28][CH:29]=2)[CH:10]=1)=[O:23])[CH2:17][C:18]1[N:22]=[CH:21][NH:20][CH:19]=1, predict the reactants needed to synthesize it. The reactants are: [ClH:1].C[O:3][C:4](=[O:35])[C@H:5]([CH2:31][CH2:32][S:33][CH3:34])[NH:6][C:7](=[O:30])[C:8]1[CH:13]=[CH:12][C:11]([C:14](=[O:23])[C@H:15]([CH2:17][C:18]2[N:22]=[CH:21][NH:20][CH:19]=2)[NH2:16])=[CH:10][C:9]=1[C:24]1[CH:29]=[CH:28][CH:27]=[CH:26][CH:25]=1.O[Li].O.Cl. (6) The reactants are: [CH2:1]([O:8][C:9](=[O:32])[CH2:10][C@@H:11](NC(OC(C)(C)C)=O)[C:12]([NH:14][C@H:15]([C:20](=[O:23])NC)[C:16]([CH3:19])([CH3:18])[CH3:17])=[O:13])[C:2]1[CH:7]=[CH:6][CH:5]=[CH:4][CH:3]=1.C(OC(=O)C[C@@H]([C:47]1[CH:51]=[CH:50][N:49]([C:52]2[CH:57]=[CH:56][C:55]([C:58]3[CH:63]=[CH:62][C:61]([C:64]#[N:65])=[CH:60][CH:59]=3)=[CH:54][CH:53]=2)[CH:48]=1)C(O)=O)C1C=CC=CC=1.N[C@@H]1C(C)(C)C[O:70]C1=O.CN(C(ON1N=NC2C=CC=CC1=2)=[N+](C)C)C.[B-](F)(F)(F)F.CN1CCOCC1. Given the product [CH2:1]([O:8][C:9](=[O:32])[CH2:10][C@@H:11]([C:51]1[CH:47]=[CH:48][N:49]([C:52]2[CH:53]=[CH:54][C:55]([C:58]3[CH:63]=[CH:62][C:61]([C:64]#[N:65])=[CH:60][CH:59]=3)=[CH:56][CH:57]=2)[CH:50]=1)[C:12]([NH:14][C@H:15]1[C:16]([CH3:17])([CH3:18])[CH2:19][O:70][C:20]1=[O:23])=[O:13])[C:2]1[CH:3]=[CH:4][CH:5]=[CH:6][CH:7]=1, predict the reactants needed to synthesize it. (7) The reactants are: ClC1C(C(=O)N(CCCC)CCCC)=NN(C2C=CC(C(O)=O)=CC=2C(OCC)=O)C=1C.[C:33]([O:37][C:38](=[O:86])/[CH:39]=[CH:40]/[C:41]1[C:42]([C:75](=[O:85])[N:76]([CH2:81][CH2:82][CH2:83][CH3:84])[CH2:77][CH2:78][CH2:79][CH3:80])=[N:43][N:44]([C:47]2[CH:62]=[CH:61][C:50]([C:51]([O:53]CC3C=CC=CC=3)=[O:52])=[CH:49][C:48]=2[C:63]([N:65]2[CH2:74][CH2:73][C:72]3[C:67](=[CH:68][CH:69]=[CH:70][CH:71]=3)[CH2:66]2)=[O:64])[C:45]=1[CH3:46])([CH3:36])([CH3:35])[CH3:34]. Given the product [C:33]([O:37][C:38](=[O:86])/[CH:39]=[CH:40]/[C:41]1[C:42]([C:75](=[O:85])[N:76]([CH2:81][CH2:82][CH2:83][CH3:84])[CH2:77][CH2:78][CH2:79][CH3:80])=[N:43][N:44]([C:47]2[CH:62]=[CH:61][C:50]([C:51]([OH:53])=[O:52])=[CH:49][C:48]=2[C:63]([N:65]2[CH2:74][CH2:73][C:72]3[C:67](=[CH:68][CH:69]=[CH:70][CH:71]=3)[CH2:66]2)=[O:64])[C:45]=1[CH3:46])([CH3:35])([CH3:34])[CH3:36], predict the reactants needed to synthesize it.